From a dataset of Reaction yield outcomes from USPTO patents with 853,638 reactions. Predict the reaction yield, written as a fraction of the theoretical maximum amount of product (1.0 means a 100% yield; for example, 0.34 means a 34% yield). The reactants are [CH3:1][O:2][C:3](=[O:15])[C:4]1[CH:9]=[C:8]([O:10][CH3:11])[CH:7]=[C:6]([O:12][CH3:13])[C:5]=1Br. The catalyst is CN(C=O)C. The product is [CH3:1][O:2][C:3]([C:4]1[C:5]([C:9]2[C:4]([C:3]([O:2][CH3:1])=[O:15])=[CH:5][C:6]([O:12][CH3:13])=[CH:7][C:8]=2[O:10][CH3:11])=[C:6]([O:12][CH3:13])[CH:7]=[C:8]([O:10][CH3:11])[CH:9]=1)=[O:15]. The yield is 0.680.